From a dataset of Catalyst prediction with 721,799 reactions and 888 catalyst types from USPTO. Predict which catalyst facilitates the given reaction. Reactant: [Br:1][C:2]1[CH:7]=[CH:6][C:5](F)=[C:4]([N+:9]([O-:11])=[O:10])[CH:3]=1.[O:12]=[C:13]1[C:21]2[C:16](=[CH:17][CH:18]=[CH:19][CH:20]=2)[C:15](=[O:22])[N-:14]1.[K+].CN1C(=O)CCC1. Product: [Br:1][C:2]1[CH:7]=[CH:6][C:5]([N:14]2[C:15](=[O:22])[C:16]3[C:21](=[CH:20][CH:19]=[CH:18][CH:17]=3)[C:13]2=[O:12])=[C:4]([N+:9]([O-:11])=[O:10])[CH:3]=1. The catalyst class is: 6.